From a dataset of Forward reaction prediction with 1.9M reactions from USPTO patents (1976-2016). Predict the product of the given reaction. (1) Given the reactants [CH3:1][C@:2]12[C@H:13]([C:14]3[CH:15]=[CH:16][O:17][CH:18]=3)[O:12][C:10](=[O:11])[C@H:8]3[O:9][C@@:7]13[C@:6]1([CH3:34])[C:19]([CH2:21][C@H:22]3[C:31]([CH3:33])([CH3:32])[O:30][C@@H:29]4[C@:23]3([CH2:24][O:25][C:26]([CH2:28]4)=[O:27])[C@H:5]1[CH2:4][CH2:3]2)=[O:20].C[C@@]12[C@@H](O)CC[C@H]1[C@@H]1CCC3C=C(O)C=CC=3[C@H]1CC2.C(O)[C@H]1OC(O)[C@H](O)[C@@H](O)[C@@H]1O.Cl, predict the reaction product. The product is: [CH3:1][C@:2]12[C@H:13]([C:14]3[CH:15]=[CH:16][O:17][CH:18]=3)[O:12][C:10](=[O:11])[C@H:8]3[O:9][C@@:7]13[C@:6]1([CH3:34])[C:19]([CH2:21][C@H:22]3[C:31]([CH3:33])([CH3:32])[O:30][C@@H:29]4[C@:23]3([CH2:24][O:25][C:26]([CH2:28]4)=[O:27])[C@H:5]1[CH2:4][CH2:3]2)=[O:20]. (2) Given the reactants COC(=O)[CH2:4][N:5]([CH2:17][C:18]1[CH:23]=[CH:22][CH:21]=[CH:20][CH:19]=1)[CH2:6][CH:7]([NH:9][C:10](OC(C)(C)C)=[O:11])[CH3:8].C(O)(C(F)(F)F)=O, predict the reaction product. The product is: [CH2:17]([N:5]1[CH2:6][C@H:7]([CH3:8])[NH:9][C:10](=[O:11])[CH2:4]1)[C:18]1[CH:23]=[CH:22][CH:21]=[CH:20][CH:19]=1. (3) Given the reactants [Si]([O:8][C:9]1[CH:14]=[CH:13][C:12]([C:15]2[CH:20]=[CH:19][CH:18]=[C:17]([CH:21]=[O:22])[CH:16]=2)=[CH:11][C:10]=1[C:23]([CH3:27])([CH3:26])[CH2:24][CH3:25])(C(C)(C)C)(C)C.[F-].C([N+](CCCC)(CCCC)CCCC)CCC, predict the reaction product. The product is: [CH3:27][C:23]([C:10]1[CH:11]=[C:12]([C:15]2[CH:20]=[CH:19][CH:18]=[C:17]([CH:21]=[O:22])[CH:16]=2)[CH:13]=[CH:14][C:9]=1[OH:8])([CH3:26])[CH2:24][CH3:25].